This data is from Full USPTO retrosynthesis dataset with 1.9M reactions from patents (1976-2016). The task is: Predict the reactants needed to synthesize the given product. (1) Given the product [CH2:37]([O:39][C:40](=[O:56])[CH2:41][CH2:42][NH:43][C:44]([CH:46]1[CH2:55][C:54]2[C:49](=[CH:50][CH:51]=[CH:52][CH:53]=2)[N:48]([C:19](=[O:21])[CH2:18][CH2:17][CH:14]2[CH2:13][CH2:12][N:11]([C:9]([O:8][CH2:1][C:2]3[CH:3]=[CH:4][CH:5]=[CH:6][CH:7]=3)=[O:10])[CH2:16][CH2:15]2)[CH2:47]1)=[O:45])[CH3:38], predict the reactants needed to synthesize it. The reactants are: [CH2:1]([O:8][C:9]([N:11]1[CH2:16][CH2:15][CH:14]([CH2:17][CH2:18][C:19]([OH:21])=O)[CH2:13][CH2:12]1)=[O:10])[C:2]1[CH:7]=[CH:6][CH:5]=[CH:4][CH:3]=1.CN1CCOCC1.C(OC(Cl)=O)C(C)C.[CH2:37]([O:39][C:40](=[O:56])[CH2:41][CH2:42][NH:43][C:44]([CH:46]1[CH2:55][C:54]2[C:49](=[CH:50][CH:51]=[CH:52][CH:53]=2)[NH:48][CH2:47]1)=[O:45])[CH3:38]. (2) Given the product [NH:1]1[C:9]2[C:4](=[CH:5][CH:6]=[CH:7][CH:8]=2)[C:3]([CH2:10][N:11]2[C:16](=[O:17])[C:15]3([CH2:18][CH2:19][N:20]([C:23]4[N:24]=[C:25]([CH3:30])[CH:26]=[C:27]([CH3:29])[N:28]=4)[CH2:21][CH2:22]3)[N:14]([CH3:33])[CH2:13][CH2:12]2)=[CH:2]1, predict the reactants needed to synthesize it. The reactants are: [NH:1]1[C:9]2[C:4](=[CH:5][CH:6]=[CH:7][CH:8]=2)[C:3]([CH2:10][N:11]2[C:16](=[O:17])[C:15]3([CH2:22][CH2:21][N:20]([C:23]4[N:28]=[C:27]([CH3:29])[CH:26]=[C:25]([CH3:30])[N:24]=4)[CH2:19][CH2:18]3)[NH:14][CH2:13][CH2:12]2)=[CH:2]1.C=O.[C:33](O[BH-](OC(=O)C)OC(=O)C)(=O)C.[Na+].C(O)(=O)C. (3) Given the product [Br:1][C:2]1[C:3]([C:12]([F:13])([F:14])[F:15])=[CH:4][C:5]([NH:8][C:9](=[O:11])[CH3:10])=[C:6]([N+:16]([O-:18])=[O:17])[CH:7]=1, predict the reactants needed to synthesize it. The reactants are: [Br:1][C:2]1[CH:7]=[CH:6][C:5]([NH:8][C:9](=[O:11])[CH3:10])=[CH:4][C:3]=1[C:12]([F:15])([F:14])[F:13].[N+:16]([O-])([OH:18])=[O:17].C([O-])(O)=O.[Na+]. (4) Given the product [C:1]([O:5][C:6](=[O:14])[NH:7][CH2:8][CH2:9][NH:10][C:11]1[S:12][C:16]([CH3:20])=[C:17]([CH3:18])[N:13]=1)([CH3:4])([CH3:2])[CH3:3], predict the reactants needed to synthesize it. The reactants are: [C:1]([O:5][C:6](=[O:14])[NH:7][CH2:8][CH2:9][NH:10][C:11]([NH2:13])=[S:12])([CH3:4])([CH3:3])[CH3:2].Br[CH:16]([CH3:20])[C:17](=O)[CH3:18].CCN(C(C)C)C(C)C. (5) The reactants are: [C:1]([NH:18][CH2:19][CH2:20][C:21]([OH:23])=[O:22])([O:3][CH2:4][CH:5]1[C:17]2[C:12](=[CH:13][CH:14]=[CH:15][CH:16]=2)[C:11]2[C:6]1=[CH:7][CH:8]=[CH:9][CH:10]=2)=[O:2].C1C=CC2N(O)N=NC=2C=1.C(Cl)CCl.Cl.[CH2:39]([O:41][C:42](=[O:46])[CH2:43][CH2:44][NH2:45])[CH3:40].CCN(C(C)C)C(C)C. Given the product [C:1]([NH:18][CH2:19][CH2:20][C:21]([OH:23])=[O:22])([O:3][CH2:4][CH:5]1[C:6]2[C:11](=[CH:10][CH:9]=[CH:8][CH:7]=2)[C:12]2[C:17]1=[CH:16][CH:15]=[CH:14][CH:13]=2)=[O:2].[CH2:39]([O:41][C:42](=[O:46])[CH2:43][CH2:44][NH2:45])[CH3:40], predict the reactants needed to synthesize it. (6) Given the product [C:1]([O:5][C:6]([N:8]1[CH2:9][CH2:10][C:11]([C:14](=[O:23])[NH2:15])([C:16]2[CH:21]=[CH:20][C:19]([Cl:22])=[CH:18][CH:17]=2)[CH2:12][CH2:13]1)=[O:7])([CH3:4])([CH3:2])[CH3:3], predict the reactants needed to synthesize it. The reactants are: [C:1]([O:5][C:6]([N:8]1[CH2:13][CH2:12][C:11]([C:16]2[CH:21]=[CH:20][C:19]([Cl:22])=[CH:18][CH:17]=2)([C:14]#[N:15])[CH2:10][CH2:9]1)=[O:7])([CH3:4])([CH3:3])[CH3:2].[OH-:23].[Na+].Cl.